From a dataset of Catalyst prediction with 721,799 reactions and 888 catalyst types from USPTO. Predict which catalyst facilitates the given reaction. (1) Reactant: [F:1][C:2]1[CH:7]=[CH:6][C:5]([C:8]2[O:9][C:10]3[CH:20]=[C:19]([N:21]([CH3:26])[S:22]([CH3:25])(=[O:24])=[O:23])[C:18]([C:27]4[CH:32]=[CH:31][CH:30]=[C:29]([C:33]5[N:34](COCC[Si](C)(C)C)[C:35]6[C:40]([CH:41]=5)=[CH:39][CH:38]=[CH:37][CH:36]=6)[CH:28]=4)=[CH:17][C:11]=3[C:12]=2[C:13]([NH:15][CH3:16])=[O:14])=[CH:4][CH:3]=1.CCCC[N+](CCCC)(CCCC)CCCC.[F-].C(N)CN. Product: [NH:34]1[C:35]2[C:40](=[CH:39][CH:38]=[CH:37][CH:36]=2)[CH:41]=[C:33]1[C:29]1[CH:28]=[C:27]([C:18]2[C:19]([N:21]([CH3:26])[S:22]([CH3:25])(=[O:23])=[O:24])=[CH:20][C:10]3[O:9][C:8]([C:5]4[CH:4]=[CH:3][C:2]([F:1])=[CH:7][CH:6]=4)=[C:12]([C:13]([NH:15][CH3:16])=[O:14])[C:11]=3[CH:17]=2)[CH:32]=[CH:31][CH:30]=1. The catalyst class is: 3. (2) Reactant: [CH3:1][O:2][C:3]1[CH:8]=[CH:7][C:6]([C:9]2[O:10][C:11]([CH2:22]O)=[C:12]([CH2:14][O:15][CH:16]3[CH2:21][CH2:20][CH2:19][CH2:18][O:17]3)[N:13]=2)=[CH:5][CH:4]=1.C(N(CC)CC)C.CS([Cl:35])(=O)=O. Product: [Cl:35][CH2:22][C:11]1[O:10][C:9]([C:6]2[CH:7]=[CH:8][C:3]([O:2][CH3:1])=[CH:4][CH:5]=2)=[N:13][C:12]=1[CH2:14][O:15][CH:16]1[CH2:21][CH2:20][CH2:19][CH2:18][O:17]1. The catalyst class is: 4. (3) Reactant: [H-].[Na+].[C:3]1([OH:9])[CH:8]=[CH:7][CH:6]=[CH:5][CH:4]=1.Br[C:11]1[N:18]=[C:17]([NH2:19])[CH:16]=[C:15]([NH2:20])[C:12]=1[C:13]#[N:14]. Product: [NH2:20][C:15]1[C:12]([C:13]#[N:14])=[C:11]([O:9][C:3]2[CH:8]=[CH:7][CH:6]=[CH:5][CH:4]=2)[N:18]=[C:17]([NH2:19])[CH:16]=1. The catalyst class is: 12. (4) Reactant: [CH3:1][C:2]1[C:3]([C:12]2[N:13]=[CH:14][C:15]([NH2:18])=[N:16][CH:17]=2)=[CH:4][C:5]2[O:10][CH2:9][CH2:8][O:7][C:6]=2[CH:11]=1.[Cl-].[F:20][C:21]1[CH:26]=[CH:25][CH:24]=[C:23]([F:27])[CH:22]=1.[CH:28](N(C(C)C)CC)(C)C.[OH-:37].[Na+]. Product: [F:20][C:21]1[CH:26]=[CH:25][CH:24]=[C:23]([F:27])[C:22]=1[C:28]([NH:18][C:15]1[CH:14]=[N:13][C:12]([C:3]2[C:2]([CH3:1])=[CH:11][C:6]3[O:7][CH2:8][CH2:9][O:10][C:5]=3[CH:4]=2)=[CH:17][N:16]=1)=[O:37]. The catalyst class is: 172. (5) Reactant: C(N(CC)C1C=CC=CC=1)C.[CH3:12][O:13][C:14]1[CH:19]=[CH:18][C:17]([C:20]2[C:28]3[C:27](=O)[NH:26][CH:25]=[N:24][C:23]=3[O:22][CH:21]=2)=[CH:16][CH:15]=1.P(Cl)(Cl)([Cl:32])=O. Product: [Cl:32][C:27]1[C:28]2[C:20]([C:17]3[CH:18]=[CH:19][C:14]([O:13][CH3:12])=[CH:15][CH:16]=3)=[CH:21][O:22][C:23]=2[N:24]=[CH:25][N:26]=1. The catalyst class is: 11. (6) Reactant: [F:1][C:2]1[CH:7]=[CH:6][C:5]([C:8](=O)[CH2:9][C:10](=O)[CH3:11])=[CH:4][CH:3]=1.[CH3:14][NH:15][NH2:16].FC(F)(F)C(O)=O.C(N(CC)CC)C. Product: [F:1][C:2]1[CH:7]=[CH:6][C:5]([C:8]2[N:15]([CH3:14])[N:16]=[C:10]([CH3:11])[CH:9]=2)=[CH:4][CH:3]=1. The catalyst class is: 32. (7) Reactant: [NH2:1][C:2]1[CH:21]=[CH:20][C:19]([C:22](=[O:29])[C:23]2[CH:28]=[CH:27][CH:26]=[CH:25][CH:24]=2)=[CH:18][C:3]=1[CH2:4][NH:5][CH2:6][CH2:7][C:8]([N:10]([CH:12]1[CH2:17][CH2:16][CH2:15][CH2:14][CH2:13]1)[CH3:11])=[O:9].[N:30]#[C:31]Br. Product: [NH2:30][C:31]1[N:5]([CH2:6][CH2:7][C:8]([N:10]([CH:12]2[CH2:13][CH2:14][CH2:15][CH2:16][CH2:17]2)[CH3:11])=[O:9])[CH2:4][C:3]2[C:2](=[CH:21][CH:20]=[C:19]([C:22](=[O:29])[C:23]3[CH:28]=[CH:27][CH:26]=[CH:25][CH:24]=3)[CH:18]=2)[N:1]=1. The catalyst class is: 8. (8) Reactant: I[C:2]1[C:10]2[C:5](=[N:6][CH:7]=[N:8][C:9]=2[NH2:11])[N:4]([CH2:12][C:13]2[CH:14]=[C:15]3[CH:20]=[CH:19][CH:18]=[N:17][N:16]3[C:21]=2[C:22]2[CH:27]=[CH:26][CH:25]=[CH:24][N:23]=2)[N:3]=1.[F:28][C:29]1[CH:30]=[C:31](B(O)O)[CH:32]=[C:33]([OH:35])[CH:34]=1.CCO.C([O-])([O-])=O.[Na+].[Na+]. Product: [NH2:11][C:9]1[N:8]=[CH:7][N:6]=[C:5]2[N:4]([CH2:12][C:13]3[CH:14]=[C:15]4[CH:20]=[CH:19][CH:18]=[N:17][N:16]4[C:21]=3[C:22]3[CH:27]=[CH:26][CH:25]=[CH:24][N:23]=3)[N:3]=[C:2]([C:31]3[CH:32]=[C:33]([OH:35])[CH:34]=[C:29]([F:28])[CH:30]=3)[C:10]=12. The catalyst class is: 104. (9) Reactant: [CH:1]([C:3]1[CH:4]=[CH:5][C:6]([N+:26]([O-])=O)=[C:7]([NH:9][CH:10]2[CH2:15][CH2:14][N:13]([C@H:16]3[CH2:21][CH2:20][C@H:19]([O:22][CH2:23][CH2:24][CH3:25])[CH2:18][CH2:17]3)[CH2:12][CH2:11]2)[CH:8]=1)=[CH2:2].C([O-])=O.[NH4+]. Product: [CH2:1]([C:3]1[CH:8]=[C:7]([NH:9][CH:10]2[CH2:15][CH2:14][N:13]([C@H:16]3[CH2:21][CH2:20][C@H:19]([O:22][CH2:23][CH2:24][CH3:25])[CH2:18][CH2:17]3)[CH2:12][CH2:11]2)[C:6]([NH2:26])=[CH:5][CH:4]=1)[CH3:2]. The catalyst class is: 19.